This data is from KCNQ2 potassium channel screen with 302,405 compounds. The task is: Binary Classification. Given a drug SMILES string, predict its activity (active/inactive) in a high-throughput screening assay against a specified biological target. (1) The drug is Brc1cc2c(Nc3c4c(ccc3)cccc4)ncnc2cc1. The result is 0 (inactive). (2) The molecule is Brc1cc2ncccc2cc1. The result is 0 (inactive). (3) The compound is S(C(C)C)c1n(c2cc(ccc2)C(F)(F)F)c(=O)[nH]n1. The result is 0 (inactive). (4) The drug is S(=O)(=O)(NN1C(=O)C(/SC1=S)=C/c1ncccc1)c1ccccc1. The result is 0 (inactive). (5) The molecule is O=C(NCc1ccccc1)CCC(=O)NNC(=O)c1c([N+]([O-])=O)cccc1. The result is 0 (inactive). (6) The molecule is O1C2(C(O)(N(C1=O)CC=C)C)CCCCC2. The result is 0 (inactive). (7) The drug is O1C(CCN2CCN(CC2)Cc2ccccc2)C(=O)Nc2c1cc([N+]([O-])=O)cc2. The result is 0 (inactive). (8) The molecule is S(=O)(=O)(NC(=O)COc1c(cccc1)C(=O)N)c1ccc(cc1)C. The result is 0 (inactive).